Task: Predict the product of the given reaction.. Dataset: Forward reaction prediction with 1.9M reactions from USPTO patents (1976-2016) (1) Given the reactants [NH2:1][C:2]1[CH:9]=[CH:8][C:7](Br)=[CH:6][C:3]=1[C:4]#[N:5].[OH:11][C:12]1[CH:17]=[CH:16][CH:15]=[CH:14][N:13]=1.C(=O)([O-])[O-].[K+].[K+].OC1C=CC=C2C=1N=CC=C2, predict the reaction product. The product is: [NH2:1][C:2]1[CH:9]=[CH:8][C:7]([N:13]2[CH:14]=[CH:15][CH:16]=[CH:17][C:12]2=[O:11])=[CH:6][C:3]=1[C:4]#[N:5]. (2) Given the reactants [CH:1]1([C:6]2[CH:33]=[CH:32][C:9]([CH2:10][O:11][C:12]3[CH:20]=[CH:19][C:18]4[N:17]5[CH2:21][CH2:22][CH:23]([CH2:24][C:25]([O:27][C:28]([CH3:31])([CH3:30])[CH3:29])=[O:26])[C:16]5=[CH:15][C:14]=4[CH:13]=3)=[CH:8][C:7]=2[C:34]([F:37])([F:36])[F:35])[CH2:5][CH2:4][CH2:3][CH2:2]1.[I:38]N1C(=O)CCC1=O, predict the reaction product. The product is: [CH:1]1([C:6]2[CH:33]=[CH:32][C:9]([CH2:10][O:11][C:12]3[CH:20]=[CH:19][C:18]4[N:17]5[CH2:21][CH2:22][CH:23]([CH2:24][C:25]([O:27][C:28]([CH3:31])([CH3:29])[CH3:30])=[O:26])[C:16]5=[C:15]([I:38])[C:14]=4[CH:13]=3)=[CH:8][C:7]=2[C:34]([F:37])([F:35])[F:36])[CH2:5][CH2:4][CH2:3][CH2:2]1. (3) Given the reactants [H-].[Na+].[F:3][C:4]([F:24])([F:23])[O:5][C:6]1[CH:11]=[CH:10][C:9]([N:12]2[CH2:16][CH2:15][C:14]3([CH2:21][CH2:20][NH:19][CH2:18][CH2:17]3)[C:13]2=[O:22])=[CH:8][CH:7]=1.[CH2:25]([O:32][C:33]1[CH:38]=[CH:37][CH:36]=[C:35](F)[N:34]=1)[C:26]1[CH:31]=[CH:30][CH:29]=[CH:28][CH:27]=1, predict the reaction product. The product is: [CH2:25]([O:32][C:33]1[N:34]=[C:35]([N:19]2[CH2:18][CH2:17][C:14]3([C:13](=[O:22])[N:12]([C:9]4[CH:10]=[CH:11][C:6]([O:5][C:4]([F:3])([F:23])[F:24])=[CH:7][CH:8]=4)[CH2:16][CH2:15]3)[CH2:21][CH2:20]2)[CH:36]=[CH:37][CH:38]=1)[C:26]1[CH:27]=[CH:28][CH:29]=[CH:30][CH:31]=1. (4) Given the reactants [Br:1][C:2]1[N:7]=[C:6]([CH:8]([OH:13])[CH2:9][CH2:10][CH2:11][CH3:12])[CH:5]=[CH:4][CH:3]=1.O[C:15]1[CH:27]=[CH:26][C:18]([O:19][CH2:20][C:21]([O:23][CH2:24][CH3:25])=[O:22])=[C:17]([CH2:28][CH3:29])[CH:16]=1.C1CCN(C(N=NC(N2CCCCC2)=O)=O)CC1.P(CCCC)(CCCC)CCCC, predict the reaction product. The product is: [Br:1][C:2]1[N:7]=[C:6]([CH:8]([O:13][C:15]2[CH:27]=[CH:26][C:18]([O:19][CH2:20][C:21]([O:23][CH2:24][CH3:25])=[O:22])=[C:17]([CH2:28][CH3:29])[CH:16]=2)[CH2:9][CH2:10][CH2:11][CH3:12])[CH:5]=[CH:4][CH:3]=1. (5) Given the reactants [Si:1]([O:8][CH2:9][CH2:10][CH2:11][N:12]1[C:21](=[O:22])[C:20]2[C:15](=[CH:16][CH:17]=[C:18]([O:23][C:24]([F:27])([F:26])[F:25])[CH:19]=2)[NH:14][C:13]1=[O:28])([C:4]([CH3:7])([CH3:6])[CH3:5])([CH3:3])[CH3:2].[C:29]([O-])([O-])=O.[K+].[K+].CI, predict the reaction product. The product is: [Si:1]([O:8][CH2:9][CH2:10][CH2:11][N:12]1[C:21](=[O:22])[C:20]2[C:15](=[CH:16][CH:17]=[C:18]([O:23][C:24]([F:26])([F:27])[F:25])[CH:19]=2)[N:14]([CH3:29])[C:13]1=[O:28])([C:4]([CH3:7])([CH3:5])[CH3:6])([CH3:3])[CH3:2].